From a dataset of Reaction yield outcomes from USPTO patents with 853,638 reactions. Predict the reaction yield, written as a fraction of the theoretical maximum amount of product (1.0 means a 100% yield; for example, 0.34 means a 34% yield). (1) The reactants are [F:1][CH:2]1[CH:7]([OH:8])[CH2:6][CH2:5][N:4]([C:9]([O:11][C:12]([CH3:15])([CH3:14])[CH3:13])=[O:10])[CH2:3]1.[H-].[Na+].[C:18](Cl)(=[O:25])[C:19]1[CH:24]=[CH:23][CH:22]=[CH:21][CH:20]=1. The catalyst is C1COCC1. The product is [C:18]([O:8][CH:7]1[CH2:6][CH2:5][N:4]([C:9]([O:11][C:12]([CH3:15])([CH3:14])[CH3:13])=[O:10])[CH2:3][CH:2]1[F:1])(=[O:25])[C:19]1[CH:24]=[CH:23][CH:22]=[CH:21][CH:20]=1. The yield is 0.570. (2) The reactants are [CH2:1]([O:8][N:9]1[C:15](=[O:16])[N:14]2[CH2:17][C@H:10]1[CH2:11][CH2:12][C@H:13]2[C:18]([OH:20])=O)[C:2]1[CH:7]=[CH:6][CH:5]=[CH:4][CH:3]=1.[CH3:21][O:22][CH2:23][C:24]([NH:26][NH2:27])=[O:25].ON1C2C=CC=CC=2N=N1.Cl.C(N=C=NCCCN(C)C)C. The catalyst is C(Cl)Cl. The product is [CH2:1]([O:8][N:9]1[C:15](=[O:16])[N:14]2[CH2:17][C@H:10]1[CH2:11][CH2:12][C@H:13]2[C:18]([NH:27][NH:26][C:24](=[O:25])[CH2:23][O:22][CH3:21])=[O:20])[C:2]1[CH:3]=[CH:4][CH:5]=[CH:6][CH:7]=1. The yield is 0.820.